Dataset: Reaction yield outcomes from USPTO patents with 853,638 reactions. Task: Predict the reaction yield, written as a fraction of the theoretical maximum amount of product (1.0 means a 100% yield; for example, 0.34 means a 34% yield). The reactants are [Cl:1][C:2]1[CH:7]=[C:6]([NH:8][C:9]2[C:18]3[C:13](=[CH:14][CH:15]=[CH:16][C:17]=3[O:19][CH2:20][CH2:21][N:22]([CH3:24])[CH3:23])[N:12]=[CH:11][N:10]=2)[CH:5]=[CH:4][C:3]=1[OH:25].Br[C:27]1[CH:32]=[CH:31][CH:30]=[CH:29][N:28]=1.C(=O)([O-])[O-].[Cs+].[Cs+]. The catalyst is O1CCOCC1.C1C=CC(/C=C/C(/C=C/C2C=CC=CC=2)=O)=CC=1.C1C=CC(/C=C/C(/C=C/C2C=CC=CC=2)=O)=CC=1.[Pd].CC1(C)C2C=CC=C(P(C3C=CC=CC=3)C3C=CC=CC=3)C=2OC2C1=CC=CC=2P(C1C=CC=CC=1)C1C=CC=CC=1. The product is [Cl:1][C:2]1[CH:7]=[C:6]([NH:8][C:9]2[C:18]3[C:13](=[CH:14][CH:15]=[CH:16][C:17]=3[O:19][CH2:20][CH2:21][N:22]([CH3:23])[CH3:24])[N:12]=[CH:11][N:10]=2)[CH:5]=[CH:4][C:3]=1[O:25][C:27]1[CH:32]=[CH:31][CH:30]=[CH:29][N:28]=1. The yield is 0.700.